This data is from Reaction yield outcomes from USPTO patents with 853,638 reactions. The task is: Predict the reaction yield, written as a fraction of the theoretical maximum amount of product (1.0 means a 100% yield; for example, 0.34 means a 34% yield). (1) The reactants are [F:1][C:2]([F:21])([F:20])[C:3]1[CH:8]=[CH:7][C:6]([NH:9][C:10]2[C:11]3[CH2:19][NH:18][CH2:17][CH2:16][C:12]=3[N:13]=[CH:14][N:15]=2)=[CH:5][CH:4]=1.[C:22]1([CH3:31])[CH:27]=[CH:26][CH:25]=[C:24](B(O)O)[CH:23]=1.C(N(CC)CC)C. The catalyst is C1COCC1.CC([O-])=O.CC([O-])=O.[Cu+2]. The product is [F:21][C:2]([F:1])([F:20])[C:3]1[CH:8]=[CH:7][C:6]([NH:9][C:10]2[C:11]3[CH2:19][N:18]([C:24]4[CH:23]=[C:22]([CH3:31])[CH:27]=[CH:26][CH:25]=4)[CH2:17][CH2:16][C:12]=3[N:13]=[CH:14][N:15]=2)=[CH:5][CH:4]=1. The yield is 0.0500. (2) The yield is 0.0800. The product is [C:23]([C:25]([C:28]1[CH:29]=[C:30]([CH:34]=[CH:35][CH:36]=1)[C:31]([NH:1][C:2]1[CH:3]=[CH:4][C:5]([CH3:22])=[C:6]([NH:8][C:9]([C:11]2[CH:12]=[C:13]3[C:18](=[CH:19][CH:20]=2)[N:17]=[CH:16][NH:15][C:14]3=[O:21])=[O:10])[CH:7]=1)=[O:32])([CH3:27])[CH3:26])#[N:24]. The reactants are [NH2:1][C:2]1[CH:3]=[CH:4][C:5]([CH3:22])=[C:6]([NH:8][C:9]([C:11]2[CH:12]=[C:13]3[C:18](=[CH:19][CH:20]=2)[N:17]=[CH:16][NH:15][C:14]3=[O:21])=[O:10])[CH:7]=1.[C:23]([C:25]([C:28]1[CH:29]=[C:30]([CH:34]=[CH:35][CH:36]=1)[C:31](O)=[O:32])([CH3:27])[CH3:26])#[N:24].C(N(C(C)C)CC)(C)C.CN(C(ON1N=NC2C=CC=NC1=2)=[N+](C)C)C.F[P-](F)(F)(F)(F)F. The catalyst is CN(C=O)C. (3) The reactants are [CH2:1]1[O:5][CH2:4][O:3][CH2:2]1.[C:6]([Cl:9])(=[O:8])C.[CH3:10]COCC. The catalyst is [Cl-].[Cl-].[Zn+2].CCOCC. The product is [C:4]([O:5][CH2:1][CH2:2][O:8][CH2:6][Cl:9])(=[O:3])[CH3:10]. The yield is 1.00. (4) The reactants are [CH3:1]N(C)C=O.[N+:6]([C:9]1[CH:14]=[CH:13][C:12]([S:15][C:16]2[NH:17][CH:18]=[CH:19][N:20]=2)=[CH:11][CH:10]=1)([O-:8])=[O:7].[H-].[Na+].O.[C:24]([O:27][CH2:28][CH3:29])(=O)C. No catalyst specified. The product is [CH3:1][C@@:28]1([CH2:29][N:20]2[CH:19]=[CH:18][N:17]=[C:16]2[S:15][C:12]2[CH:13]=[CH:14][C:9]([N+:6]([O-:8])=[O:7])=[CH:10][CH:11]=2)[CH2:24][O:27]1. The yield is 0.910. (5) The reactants are [Cl:1][C:2]1[CH:7]=[CH:6][C:5]([CH:8]([C:15]2[CH:20]=[CH:19][CH:18]=[CH:17][CH:16]=2)[N:9]2[CH2:14][CH2:13][NH:12][CH2:11][CH2:10]2)=[CH:4][CH:3]=1.Cl[CH2:22][CH2:23][O:24][CH2:25][C:26]([NH2:28])=[O:27].C(=O)([O-])[O-].[Na+].[Na+].C. The catalyst is [I-].[K+].C1(C)C=CC=CC=1. The yield is 0.796. The product is [Cl:1][C:2]1[CH:3]=[CH:4][C:5]([CH:8]([C:15]2[CH:16]=[CH:17][CH:18]=[CH:19][CH:20]=2)[N:9]2[CH2:10][CH2:11][N:12]([CH2:22][CH2:23][O:24][CH2:25][C:26]([NH2:28])=[O:27])[CH2:13][CH2:14]2)=[CH:6][CH:7]=1. (6) The reactants are [Br:1][C:2]1[CH:6]=[N:5][N:4]([CH3:7])[C:3]=1[C:8]1[CH:9]=[C:10]([NH2:16])[CH:11]=[CH:12][C:13]=1[O:14][CH3:15].[CH:17]1[C:26]2[C:21](=[CH:22][CH:23]=[CH:24][CH:25]=2)[CH:20]=[CH:19][C:18]=1[N:27]=[C:28]=[O:29]. The catalyst is C(Cl)Cl. The product is [Br:1][C:2]1[CH:6]=[N:5][N:4]([CH3:7])[C:3]=1[C:8]1[CH:9]=[C:10]([NH:16][C:28]([NH:27][C:18]2[CH:19]=[CH:20][C:21]3[C:26](=[CH:25][CH:24]=[CH:23][CH:22]=3)[CH:17]=2)=[O:29])[CH:11]=[CH:12][C:13]=1[O:14][CH3:15]. The yield is 0.700. (7) The reactants are [NH2:1][C:2]1[N:7]=[CH:6][N:5]=[C:4]2[N:8]([CH:12]([C:14]3[CH:21]=[C:20]([Cl:22])[C:17]([C:18]#[N:19])=[C:16]([CH:23]4[CH2:26][NH:25][CH2:24]4)[C:15]=3[O:27][CH3:28])[CH3:13])[N:9]=[C:10]([CH3:11])[C:3]=12.C(N(CC)CC)C.[N:36]([C:39]([CH3:42])([CH3:41])[CH3:40])=[C:37]=[O:38]. The catalyst is CN(C)C=O.CO. The product is [NH2:1][C:2]1[N:7]=[CH:6][N:5]=[C:4]2[N:8]([CH:12]([C:14]3[C:15]([O:27][CH3:28])=[C:16]([CH:23]4[CH2:24][N:25]([C:37]([NH:36][C:39]([CH3:42])([CH3:41])[CH3:40])=[O:38])[CH2:26]4)[C:17]([C:18]#[N:19])=[C:20]([Cl:22])[CH:21]=3)[CH3:13])[N:9]=[C:10]([CH3:11])[C:3]=12. The yield is 0.640. (8) The reactants are C1(P(=O)(C2C=CC=CC=2)C2C=CC=CC=2)C=CC=CC=1.FC(F)(F)S(OS(C(F)(F)F)(=O)=O)(=O)=O.C([S:43][C:44]1([CH2:50][NH:51][C:52]([C:54]2[NH:55][C:56]3[C:61]([CH:62]=2)=[CH:60][CH:59]=[CH:58][C:57]=3[N:63]([CH3:72])[S:64]([C:67]2[S:68][CH:69]=[CH:70][CH:71]=2)(=[O:66])=[O:65])=O)[CH2:49][CH2:48][O:47][CH2:46][CH2:45]1)C1C=CC=CC=1.C(=O)([O-])O.[Na+]. The catalyst is C(#N)C. The product is [CH3:72][N:63]([C:57]1[CH:58]=[CH:59][CH:60]=[C:61]2[C:56]=1[NH:55][C:54]([C:52]1[S:43][C:44]3([CH2:49][CH2:48][O:47][CH2:46][CH2:45]3)[CH2:50][N:51]=1)=[CH:62]2)[S:64]([C:67]1[S:68][CH:69]=[CH:70][CH:71]=1)(=[O:66])=[O:65]. The yield is 0.360. (9) The reactants are [NH2:1][C:2]1[CH:3]=[CH:4][CH:5]=[C:6]2[C:11]=1[N:10]=[CH:9][CH:8]=[CH:7]2.[N+:12]([C:15]1[CH:20]=[C:19]([F:21])[CH:18]=[CH:17][C:16]=1[S:22](Cl)(=[O:24])=[O:23])([O-:14])=[O:13]. No catalyst specified. The product is [F:21][C:19]1[CH:18]=[CH:17][C:16]([S:22]([NH:1][C:2]2[CH:3]=[CH:4][CH:5]=[C:6]3[C:11]=2[N:10]=[CH:9][CH:8]=[CH:7]3)(=[O:24])=[O:23])=[C:15]([N+:12]([O-:14])=[O:13])[CH:20]=1. The yield is 0.910. (10) The reactants are C1(C[O:5][C:6](=[O:33])[CH:7]([C:12]2[CH:17]=[C:16]([O:18][CH2:19][CH:20]3[CH2:22][CH2:21]3)[C:15]([C:23]3[CH:24]=[CH:25][C:26]4[C:27]([CH:31]=3)=[N:28][O:29][N:30]=4)=[C:14]([Cl:32])[CH:13]=2)[CH2:8][CH:9]([CH3:11])[CH3:10])CC1.[OH-].[K+]. The catalyst is CCO.O. The product is [N:30]1[O:29][N:28]=[C:27]2[CH:31]=[C:23]([C:15]3[C:16]([O:18][CH2:19][CH:20]4[CH2:22][CH2:21]4)=[CH:17][C:12]([CH:7]([CH2:8][CH:9]([CH3:10])[CH3:11])[C:6]([OH:33])=[O:5])=[CH:13][C:14]=3[Cl:32])[CH:24]=[CH:25][C:26]=12. The yield is 0.700.